From a dataset of Full USPTO retrosynthesis dataset with 1.9M reactions from patents (1976-2016). Predict the reactants needed to synthesize the given product. Given the product [Br:1][C:2]1[CH:3]=[C:4]2[C:12]([C:11]3[CH:10]=[CH:9][C:8]([B:41]4[O:45][C:44]([CH3:47])([CH3:46])[C:43]([CH3:49])([CH3:48])[O:42]4)=[CH:7][C:6]=3[C:5]2([CH2:16][CH2:17][CH2:18][CH2:19][CH2:20][CH2:21][CH2:22][CH3:23])[CH2:24][CH2:25][CH2:26][CH2:27][CH2:28][CH2:29][CH2:30][CH3:31])=[CH:13][CH:14]=1, predict the reactants needed to synthesize it. The reactants are: [Br:1][C:2]1[CH:14]=[CH:13][C:12]2[C:11]3[C:6](=[CH:7][C:8](Br)=[CH:9][CH:10]=3)[C:5]([CH2:24][CH2:25][CH2:26][CH2:27][CH2:28][CH2:29][CH2:30][CH3:31])([CH2:16][CH2:17][CH2:18][CH2:19][CH2:20][CH2:21][CH2:22][CH3:23])[C:4]=2[CH:3]=1.C([Li])CCC.C(O[B:41]1[O:45][C:44]([CH3:47])([CH3:46])[C:43]([CH3:49])([CH3:48])[O:42]1)(C)C.